Dataset: Catalyst prediction with 721,799 reactions and 888 catalyst types from USPTO. Task: Predict which catalyst facilitates the given reaction. (1) Reactant: [CH2:1]([OH:8])[C:2]1[CH:7]=[CH:6][CH:5]=[CH:4][CH:3]=1.[H-].[Na+].[CH3:11][C:12]1[CH:13]=[C:14]([N:19]=[C:20]([O:32][C:33]2[CH:38]=[CH:37][CH:36]=[C:35]([CH3:39])[CH:34]=2)[CH:21]=[CH:22]S(C2C=CC=CC=2)(=O)=O)[CH:15]=[CH:16][C:17]=1[CH3:18].COC(C)(C)C. Product: [CH2:1]([O:8][CH:22]=[CH:21][C:20](=[N:19][C:14]1[CH:15]=[CH:16][C:17]([CH3:18])=[C:12]([CH3:11])[CH:13]=1)[O:32][C:33]1[CH:38]=[CH:37][CH:36]=[C:35]([CH3:39])[CH:34]=1)[C:2]1[CH:7]=[CH:6][CH:5]=[CH:4][CH:3]=1. The catalyst class is: 1. (2) Reactant: C([O:3][C:4]([C:6]1[CH:11]=[CH:10][C:9]([CH2:12][C@H:13]([NH:17][C:18](=[O:24])[O:19][C:20]([CH3:23])([CH3:22])[CH3:21])[CH2:14][CH2:15][OH:16])=[CH:8][CH:7]=1)=[CH2:5])C.[Br:25]N1C(=O)CCC1=O. Product: [Br:25][CH2:3][C:4]([C:6]1[CH:11]=[CH:10][C:9]([CH2:12][C@H:13]([NH:17][C:18](=[O:24])[O:19][C:20]([CH3:23])([CH3:22])[CH3:21])[CH2:14][CH2:15][OH:16])=[CH:8][CH:7]=1)=[O:5]. The catalyst class is: 30.